This data is from Reaction yield outcomes from USPTO patents with 853,638 reactions. The task is: Predict the reaction yield, written as a fraction of the theoretical maximum amount of product (1.0 means a 100% yield; for example, 0.34 means a 34% yield). (1) The reactants are [Cl:1][C:2]1[CH:3]=[C:4]([CH2:8][C:9]([OH:11])=[O:10])[CH:5]=[CH:6][CH:7]=1.S(=O)(=O)(O)O.[CH2:17](O)[CH3:18]. The product is [CH2:17]([O:10][C:9](=[O:11])[CH2:8][C:4]1[CH:5]=[CH:6][CH:7]=[C:2]([Cl:1])[CH:3]=1)[CH3:18]. No catalyst specified. The yield is 0.868. (2) The reactants are [F:1][C:2]1[CH:24]=[C:23]([N+:25]([O-:27])=[O:26])[CH:22]=[CH:21][C:3]=1[O:4][C:5]1[CH:10]=[CH:9][N:8]=[C:7]([NH:11][C:12](=[O:18])[O:13][C:14]([CH3:17])([CH3:16])[CH3:15])[C:6]=1[CH:19]=[O:20].[BH4-].[Na+]. The catalyst is CO. The product is [F:1][C:2]1[CH:24]=[C:23]([N+:25]([O-:27])=[O:26])[CH:22]=[CH:21][C:3]=1[O:4][C:5]1[CH:10]=[CH:9][N:8]=[C:7]([NH:11][C:12](=[O:18])[O:13][C:14]([CH3:15])([CH3:16])[CH3:17])[C:6]=1[CH2:19][OH:20]. The yield is 0.860. (3) The reactants are [Cl:1][C:2]1[CH:24]=[CH:23][C:5]2[S:6][CH:7]=[C:8]([CH2:9][N:10]3[C:18]4[C:13](=[CH:14][CH:15]=[CH:16][CH:17]=4)[C:12]([CH2:19][C:20]([OH:22])=O)=[CH:11]3)[C:4]=2[CH:3]=1.C1N(P(Cl)(N2C(=O)OCC2)=O)C(=O)OC1.C(N(CC)CC)C.Cl.[NH2:48][NH:49][C:50]([NH2:52])=[O:51]. The catalyst is C(Cl)Cl. The product is [Cl:1][C:2]1[CH:24]=[CH:23][C:5]2[S:6][CH:7]=[C:8]([CH2:9][N:10]3[C:18]4[C:13](=[CH:14][CH:15]=[CH:16][CH:17]=4)[C:12]([CH2:19][C:20]([NH:48][NH:49][C:50]([NH2:52])=[O:51])=[O:22])=[CH:11]3)[C:4]=2[CH:3]=1. The yield is 0.679. (4) The reactants are [Cl:1][C:2]1[CH:3]=[C:4]([NH2:19])[CH:5]=[CH:6][C:7]=1[S:8][C:9]1[CH:18]=[CH:17][C:16]2[C:11](=[CH:12][CH:13]=[CH:14][CH:15]=2)[CH:10]=1.N1C=CC=CC=1.[Cl:26][C:27]1[N:28]=[C:29]2[N:33]([C:34]=1[S:35](Cl)(=[O:37])=[O:36])[CH:32]=[CH:31][S:30]2. The catalyst is C1COCC1. The product is [Cl:1][C:2]1[CH:3]=[C:4]([NH:19][S:35]([C:34]2[N:33]3[C:29]([S:30][CH:31]=[CH:32]3)=[N:28][C:27]=2[Cl:26])(=[O:36])=[O:37])[CH:5]=[CH:6][C:7]=1[S:8][C:9]1[CH:18]=[CH:17][C:16]2[C:11](=[CH:12][CH:13]=[CH:14][CH:15]=2)[CH:10]=1. The yield is 0.650. (5) The reactants are O=[C:2]1[NH:10][C:9]2[C:4](=[N:5][C:6]([C:11]3[CH:12]=[N:13][N:14]4[CH:19]=[CH:18][C:17]([C:20]#[N:21])=[CH:16][C:15]=34)=[N:7][CH:8]=2)[N:3]1[CH:22]1[CH2:27][CH2:26][O:25][CH2:24][CH2:23]1.[CH3:28][N:29]1[CH:33]=[CH:32][N:31]=[C:30]1C=O. The catalyst is CC(O)=O.CC(N(C)C)=O. The product is [CH3:28][N:29]1[CH:33]=[CH:32][N:31]=[C:30]1[C:2]1[N:3]([CH:22]2[CH2:23][CH2:24][O:25][CH2:26][CH2:27]2)[C:4]2[C:9]([N:10]=1)=[CH:8][N:7]=[C:6]([C:11]1[CH:12]=[N:13][N:14]3[CH:19]=[CH:18][C:17]([C:20]#[N:21])=[CH:16][C:15]=13)[N:5]=2. The yield is 0.310.